This data is from Forward reaction prediction with 1.9M reactions from USPTO patents (1976-2016). The task is: Predict the product of the given reaction. (1) Given the reactants [Br:1][C:2]1[CH:7]=[CH:6][C:5]([C:8]2[O:12][N:11]=[C:10]([CH3:13])[C:9]=2[CH:14]=[O:15])=[CH:4][CH:3]=1.[CH2:16]([C:23]1[O:24][CH:25]=[N:26][N:27]=1)[C:17]1[CH:22]=[CH:21][CH:20]=[CH:19][CH:18]=1, predict the reaction product. The product is: [CH2:16]([C:23]1[O:24][C:25]([CH:14]([C:9]2[C:10]([CH3:13])=[N:11][O:12][C:8]=2[C:5]2[CH:4]=[CH:3][C:2]([Br:1])=[CH:7][CH:6]=2)[OH:15])=[N:26][N:27]=1)[C:17]1[CH:18]=[CH:19][CH:20]=[CH:21][CH:22]=1. (2) Given the reactants C([O:5][CH2:6][CH2:7][O:8][C:9]1[CH:10]=[C:11]([NH:17][CH:18]([C:31]2[CH:36]=[CH:35][CH:34]=[CH:33][CH:32]=2)[C:19]([C:21]2[C:29]3[C:24](=[CH:25][CH:26]=[CH:27][CH:28]=3)[N:23]([CH3:30])[CH:22]=2)=[O:20])[CH:12]=[C:13]([O:15][CH3:16])[CH:14]=1)(C)(C)C.O1CCOCC1, predict the reaction product. The product is: [OH:5][CH2:6][CH2:7][O:8][C:9]1[CH:10]=[C:11]([NH:17][CH:18]([C:31]2[CH:36]=[CH:35][CH:34]=[CH:33][CH:32]=2)[C:19]([C:21]2[C:29]3[C:24](=[CH:25][CH:26]=[CH:27][CH:28]=3)[N:23]([CH3:30])[CH:22]=2)=[O:20])[CH:12]=[C:13]([O:15][CH3:16])[CH:14]=1. (3) Given the reactants [CH3:1][O:2][C:3](=[O:21])[CH:4]([O:11][C:12]1[CH:17]=[CH:16][CH:15]=[C:14]([C:18](=[O:20])[CH3:19])[CH:13]=1)[C:5]1[CH:10]=[CH:9][CH:8]=[CH:7][CH:6]=1.[Br:22]Br, predict the reaction product. The product is: [CH3:1][O:2][C:3](=[O:21])[CH:4]([O:11][C:12]1[CH:17]=[CH:16][CH:15]=[C:14]([C:18](=[O:20])[CH2:19][Br:22])[CH:13]=1)[C:5]1[CH:6]=[CH:7][CH:8]=[CH:9][CH:10]=1. (4) Given the reactants [CH2:1]([NH:3][CH2:4][CH3:5])[CH3:2].[C:6]1([CH3:15])[CH:11]=[CH:10][CH:9]=[C:8]([C:12]([OH:14])=[O:13])[CH:7]=1, predict the reaction product. The product is: [CH2:1]([NH2+:3][CH2:4][CH3:5])[CH3:2].[C:6]1([CH3:15])[CH:11]=[CH:10][CH:9]=[C:8]([C:12]([O-:14])=[O:13])[CH:7]=1.